From a dataset of Full USPTO retrosynthesis dataset with 1.9M reactions from patents (1976-2016). Predict the reactants needed to synthesize the given product. (1) Given the product [CH3:8][S:9]([C:12]1[CH:13]=[CH:14][C:15]([O:16][C:17]2[N:22]=[CH:21][N:20]=[C:19]3[N:23]([CH:26]4[CH2:27][CH2:28][N:29]([C:47](=[O:48])[CH2:46][CH2:45][CH:44]([CH3:50])[CH3:43])[CH2:30][CH2:31]4)[N:24]=[CH:25][C:18]=23)=[CH:32][CH:33]=1)(=[O:11])=[O:10], predict the reactants needed to synthesize it. The reactants are: FC(F)(F)C(O)=O.[CH3:8][S:9]([C:12]1[CH:33]=[CH:32][C:15]([O:16][C:17]2[N:22]=[CH:21][N:20]=[C:19]3[N:23]([CH:26]4[CH2:31][CH2:30][NH:29][CH2:28][CH2:27]4)[N:24]=[CH:25][C:18]=23)=[CH:14][CH:13]=1)(=[O:11])=[O:10].C(N(CC)C(C)C)(C)C.[CH3:43][CH:44]([CH3:50])[CH2:45][CH2:46][C:47](Cl)=[O:48]. (2) Given the product [CH2:11]([N:13]1[C:14](=[O:15])[C:16]2[N:17]3[C:21](=[CH:22][C:23](=[O:27])[C:24]=2[O:25][CH3:26])[CH2:20][CH2:19][CH:18]3[CH:28]1[OH:29])[CH3:12], predict the reactants needed to synthesize it. The reactants are: C(Cl)(=O)C(Cl)=O.CS(C)=O.[CH2:11]([NH:13][C:14]([C:16]1[N:17]2[C:21](=[CH:22][C:23](=[O:27])[C:24]=1[O:25][CH3:26])[CH2:20][CH2:19][CH:18]2[CH2:28][OH:29])=[O:15])[CH3:12].CCN(C(C)C)C(C)C. (3) Given the product [CH:29]([NH:30][C:3]([C:5]1[N:6]([CH3:24])[N:7]=[C:8]([O:10][CH2:11][C:12]2[C:13]([C:18]3[CH:23]=[CH:22][CH:21]=[CH:20][N:19]=3)=[N:14][O:15][C:16]=2[CH3:17])[CH:9]=1)=[O:4])([CH3:33])[CH3:27], predict the reactants needed to synthesize it. The reactants are: CO[C:3]([C:5]1[N:6]([CH3:24])[N:7]=[C:8]([O:10][CH2:11][C:12]2[C:13]([C:18]3[CH:23]=[CH:22][CH:21]=[CH:20][N:19]=3)=[N:14][O:15][C:16]=2[CH3:17])[CH:9]=1)=[O:4].CO[C:27]([C:29]1[NH:30]N=C(OC[C:33]2[C:29]([C:27]3C=CC=CC=3)=[N:30]OC=2C)[CH:33]=1)=O.C(N)(C)C. (4) The reactants are: [F:1][C:2]1[CH:10]=[CH:9][C:8]([CH3:11])=[C:7]2[C:3]=1[C:4]([C:19]([OH:21])=O)=[CH:5][N:6]2[CH2:12][CH2:13][O:14][C:15]([F:18])([F:17])[F:16].CCN(CC)CC.Cl.[F:30][C:31]([F:50])([F:49])[C:32]([NH:34][CH2:35][C:36]1[CH:41]=[CH:40][C:39]([F:42])=[C:38]([CH:43]2[CH2:48][CH2:47][NH:46][CH2:45][CH2:44]2)[CH:37]=1)=[O:33].CCN=C=NCCCN(C)C. Given the product [F:49][C:31]([F:30])([F:50])[C:32]([NH:34][CH2:35][C:36]1[CH:41]=[CH:40][C:39]([F:42])=[C:38]([CH:43]2[CH2:48][CH2:47][N:46]([C:19]([C:4]3[C:3]4[C:7](=[C:8]([CH3:11])[CH:9]=[CH:10][C:2]=4[F:1])[N:6]([CH2:12][CH2:13][O:14][C:15]([F:17])([F:18])[F:16])[CH:5]=3)=[O:21])[CH2:45][CH2:44]2)[CH:37]=1)=[O:33], predict the reactants needed to synthesize it.